Dataset: Full USPTO retrosynthesis dataset with 1.9M reactions from patents (1976-2016). Task: Predict the reactants needed to synthesize the given product. (1) The reactants are: Cl[C:2]1[CH:10]=[C:9]2[C:5]([CH:6]=[N:7][N:8]2S(C2C=CC=CC=2)(=O)=O)=[C:4]([C:20]2[O:21][C:22]([CH2:25][N:26]3[CH2:31][C@@H:30]([CH3:32])[O:29][C@H:28]([CH3:33])[CH2:27]3)=[CH:23][N:24]=2)[CH:3]=1.[CH3:34][O:35][C:36]1[C:41]([NH:42][S:43]([CH3:46])(=[O:45])=[O:44])=[CH:40][C:39](B2OC(C)(C)C(C)(C)O2)=[CH:38][N:37]=1.C(=O)(O)[O-].[Na+].[OH-].[Na+]. Given the product [CH3:32][C@H:30]1[O:29][C@H:28]([CH3:33])[CH2:27][N:26]([CH2:25][C:22]2[O:21][C:20]([C:4]3[CH:3]=[C:2]([C:39]4[CH:40]=[C:41]([NH:42][S:43]([CH3:46])(=[O:44])=[O:45])[C:36]([O:35][CH3:34])=[N:37][CH:38]=4)[CH:10]=[C:9]4[C:5]=3[CH:6]=[N:7][NH:8]4)=[N:24][CH:23]=2)[CH2:31]1, predict the reactants needed to synthesize it. (2) Given the product [ClH:3].[NH2:5][C:6]1[N:11]=[CH:10][C:9](/[CH:12]=[CH:13]/[C:14]([N:38]([CH2:23][C:22]2[CH:26]=[CH:27][CH:28]=[C:29]([O:30][CH3:31])[C:21]=2[O:20][CH:17]([CH3:18])[CH3:19])[CH3:36])=[O:16])=[CH:8][CH:7]=1, predict the reactants needed to synthesize it. The reactants are: C(Cl)C[Cl:3].[NH2:5][C:6]1[N:11]=[CH:10][C:9](/[CH:12]=[CH:13]/[C:14]([OH:16])=O)=[CH:8][CH:7]=1.[CH:17]([O:20][C:21]1[C:29]([O:30][CH3:31])=[CH:28][CH:27]=[CH:26][C:22]=1[CH2:23]CN)([CH3:19])[CH3:18].C1C=CC2N(O)N=[N:38][C:36]=2C=1.O.CCN(C(C)C)C(C)C.Cl. (3) Given the product [CH3:1][O:2][C:3]([C:5]1[C:6]2[CH:7]=[CH:8][NH:9][C:10]=2[CH:11]=[C:12]([NH:14][C:15](=[O:17])[CH3:16])[CH:13]=1)=[O:4], predict the reactants needed to synthesize it. The reactants are: [CH3:1][O:2][C:3]([C:5]1[C:6]2[CH:7]=[CH:8][N:9](O)[C:10]=2[CH:11]=[C:12]([NH:14][C:15](=[O:17])[CH3:16])[CH:13]=1)=[O:4].CO. (4) Given the product [Br:1][C:2]1[CH:7]=[CH:6][C:5]([CH:8]2[CH2:9][CH2:10][N:11]([S:24]([CH:21]3[CH2:23][CH2:22]3)(=[O:26])=[O:25])[CH2:12][CH2:13]2)=[CH:4][CH:3]=1, predict the reactants needed to synthesize it. The reactants are: [Br:1][C:2]1[CH:7]=[CH:6][C:5]([CH:8]2[CH2:13][CH2:12][NH:11][CH2:10][CH2:9]2)=[CH:4][CH:3]=1.C(N(CC)CC)C.[CH:21]1([S:24](Cl)(=[O:26])=[O:25])[CH2:23][CH2:22]1. (5) The reactants are: [CH3:1][NH:2][C:3]1[C:11]([N+:12]([O-:14])=[O:13])=[CH:10][C:6]([C:7]([OH:9])=O)=[C:5]([N:15]2[CH2:20][CH2:19][CH:18]([C:21]([F:24])([F:23])[F:22])[CH2:17][CH2:16]2)[N:4]=1.CN(C(ON1N=NC2C=CC=CC1=2)=[N+](C)C)C.[B-](F)(F)(F)F.C1COCC1.[F:52][C:53]([F:62])([F:61])[C@H:54]1[CH2:59][CH2:58][C@H:57]([NH2:60])[CH2:56][CH2:55]1. Given the product [F:52][C:53]([F:61])([F:62])[C@H:54]1[CH2:55][CH2:56][C@H:57]([NH:60][C:7](=[O:9])[C:6]2[CH:10]=[C:11]([N+:12]([O-:14])=[O:13])[C:3]([NH:2][CH3:1])=[N:4][C:5]=2[N:15]2[CH2:20][CH2:19][CH:18]([C:21]([F:23])([F:24])[F:22])[CH2:17][CH2:16]2)[CH2:58][CH2:59]1, predict the reactants needed to synthesize it. (6) Given the product [OH:54][C:51]1[CH:50]=[CH:49][C:48]([N:42]2[CH2:47][CH2:46][N:45]([C:17]([C:3]3[C:4]([C:7]4[CH:12]=[CH:11][CH:10]=[C:9]([C:13]([F:14])([F:15])[F:16])[CH:8]=4)=[N:5][O:6][C:2]=3[CH3:1])=[O:19])[CH2:44][CH2:43]2)=[CH:53][CH:52]=1, predict the reactants needed to synthesize it. The reactants are: [CH3:1][C:2]1[O:6][N:5]=[C:4]([C:7]2[CH:12]=[CH:11][CH:10]=[C:9]([C:13]([F:16])([F:15])[F:14])[CH:8]=2)[C:3]=1[C:17]([OH:19])=O.Cl.C(N=C=NCCCN(C)C)C.OC1C2N=NNC=2C=CC=1.[N:42]1([C:48]2[CH:53]=[CH:52][C:51]([OH:54])=[CH:50][CH:49]=2)[CH2:47][CH2:46][NH:45][CH2:44][CH2:43]1.